This data is from Catalyst prediction with 721,799 reactions and 888 catalyst types from USPTO. The task is: Predict which catalyst facilitates the given reaction. (1) Reactant: [CH2:1]([N:8]([C:16](=[O:50])[CH:17]([C:24]1[CH:29]=[CH:28][C:27]([CH2:30][N:31]2[C:39]3[C:34](=[CH:35][CH:36]=[CH:37][CH:38]=3)[C:33]3[C:40]([CH3:49])=[C:41]([CH2:45][CH2:46][C:47]#[N:48])[C:42]([CH3:44])=[N:43][C:32]2=3)=[CH:26][CH:25]=1)[CH:18]1[CH2:23][CH2:22][O:21][CH2:20][CH2:19]1)C(=O)OC(C)(C)C)[C:2]1[CH:7]=[CH:6][CH:5]=[CH:4][CH:3]=1.FC(F)(F)C(O)=O. Product: [CH2:1]([NH:8][C:16](=[O:50])[CH:17]([C:24]1[CH:25]=[CH:26][C:27]([CH2:30][N:31]2[C:39]3[C:34](=[CH:35][CH:36]=[CH:37][CH:38]=3)[C:33]3[C:40]([CH3:49])=[C:41]([CH2:45][CH2:46][C:47]#[N:48])[C:42]([CH3:44])=[N:43][C:32]2=3)=[CH:28][CH:29]=1)[CH:18]1[CH2:23][CH2:22][O:21][CH2:20][CH2:19]1)[C:2]1[CH:7]=[CH:6][CH:5]=[CH:4][CH:3]=1. The catalyst class is: 26. (2) Reactant: [CH3:1][O:2][C:3]1[CH:28]=[CH:27][C:6]([CH2:7][N:8]2[C:12]3=[N:13][CH:14]=[CH:15][C:16]([O:17][C:18]4[CH:23]=[CH:22][C:21]([NH2:24])=[CH:20][C:19]=4[F:25])=[C:11]3[C:10]([I:26])=[N:9]2)=[CH:5][CH:4]=1.[CH3:29][N:30]1[CH2:34][CH2:33][CH:32]([C:35](O)=[O:36])[C:31]1=[O:38].Cl.C(N=C=NCCCN(C)C)C.N1(O)C2C=CC=CC=2N=N1.C(N(C(C)C)C(C)C)C. Product: [F:25][C:19]1[CH:20]=[C:21]([NH:24][C:35]([CH:32]2[CH2:33][CH2:34][N:30]([CH3:29])[C:31]2=[O:38])=[O:36])[CH:22]=[CH:23][C:18]=1[O:17][C:16]1[CH:15]=[CH:14][N:13]=[C:12]2[N:8]([CH2:7][C:6]3[CH:5]=[CH:4][C:3]([O:2][CH3:1])=[CH:28][CH:27]=3)[N:9]=[C:10]([I:26])[C:11]=12. The catalyst class is: 1. (3) Reactant: Br[C:2]1[CH:7]=[CH:6][C:5]([C@@H:8]2[O:13][CH2:12][CH2:11][N:10]([C:14]([O:16][C:17]([CH3:20])([CH3:19])[CH3:18])=[O:15])[CH2:9]2)=[CH:4][CH:3]=1.[Li]CCCC.CN([CH:29]=[O:30])C. The catalyst class is: 1. Product: [CH:29]([C:2]1[CH:7]=[CH:6][C:5]([C@@H:8]2[O:13][CH2:12][CH2:11][N:10]([C:14]([O:16][C:17]([CH3:20])([CH3:19])[CH3:18])=[O:15])[CH2:9]2)=[CH:4][CH:3]=1)=[O:30]. (4) Reactant: Br[C:2]1[S:3][C:4]2[CH:10]=[C:9]([N+:11]([O-:13])=[O:12])[CH:8]=[CH:7][C:5]=2[N:6]=1.[CH3:14][NH:15][CH2:16][CH2:17][N:18]([CH3:20])[CH3:19]. Product: [CH3:19][N:18]([CH3:20])[CH2:17][CH2:16][N:15]([CH3:14])[C:2]1[S:3][C:4]2[CH:10]=[C:9]([N+:11]([O-:13])=[O:12])[CH:8]=[CH:7][C:5]=2[N:6]=1. The catalyst class is: 76. (5) Reactant: P(Cl)(Cl)(Cl)=O.[CH3:6][O:7][C:8]([C:10]1[CH:11]=[CH:12][N:13]2[C:17]([CH:18]=1)=[C:16]([C:19]1[CH:24]=[CH:23][CH:22]=[CH:21][CH:20]=1)[C:15]([CH2:25][C:26]1[CH:31]=[CH:30][CH:29]=[C:28]([F:32])[C:27]=1[CH3:33])=[CH:14]2)=[O:9].[C:34]([O-])(=[O:36])C.[Na+]. Product: [CH3:6][O:7][C:8]([C:10]1[CH:11]=[CH:12][N:13]2[C:17]([CH:18]=1)=[C:16]([C:19]1[CH:24]=[CH:23][CH:22]=[CH:21][CH:20]=1)[C:15]([CH2:25][C:26]1[CH:31]=[CH:30][CH:29]=[C:28]([F:32])[C:27]=1[CH3:33])=[C:14]2[CH:34]=[O:36])=[O:9]. The catalyst class is: 18. (6) Reactant: [F:1][C:2]1([F:12])[CH2:7][CH2:6][CH:5]([C:8](NC)=[O:9])[CH2:4][CH2:3]1.[CH3:13][Mg+].[Br-].O. Product: [F:1][C:2]1([F:12])[CH2:7][CH2:6][CH:5]([C:8](=[O:9])[CH3:13])[CH2:4][CH2:3]1. The catalyst class is: 1. (7) Reactant: ClC(OC(Cl)C)=O.C([N:15]1[CH2:24][CH2:23][C:22]2[N:21]=[C:20]3[CH:25]=[CH:26][C:27]([O:29][CH3:30])=[CH:28][C:19]3=[C:18]([Cl:31])[C:17]=2[CH2:16]1)C1C=CC=CC=1. Product: [Cl:31][C:18]1[C:17]2[CH2:16][NH:15][CH2:24][CH2:23][C:22]=2[N:21]=[C:20]2[CH:25]=[CH:26][C:27]([O:29][CH3:30])=[CH:28][C:19]=12. The catalyst class is: 26. (8) Product: [F:23][C:24]1[CH:25]=[C:26]([CH2:31][C:32]([NH:34][C@H:35]([C:37]([NH:1][C@@H:2]2[C:8](=[O:9])[N:7]([CH:10]([CH3:12])[CH3:11])[C:6]3[CH:13]=[CH:14][CH:15]=[CH:16][C:5]=3[O:4][C@@H:3]2[C:17]2[CH:22]=[CH:21][CH:20]=[CH:19][CH:18]=2)=[O:38])[CH3:36])=[O:33])[CH:27]=[C:28]([F:30])[CH:29]=1. The catalyst class is: 2. Reactant: [NH2:1][C@@H:2]1[C:8](=[O:9])[N:7]([CH:10]([CH3:12])[CH3:11])[C:6]2[CH:13]=[CH:14][CH:15]=[CH:16][C:5]=2[O:4][C@@H:3]1[C:17]1[CH:22]=[CH:21][CH:20]=[CH:19][CH:18]=1.[F:23][C:24]1[CH:25]=[C:26]([CH2:31][C:32]([NH:34][C@H:35]([C:37](O)=[O:38])[CH3:36])=[O:33])[CH:27]=[C:28]([F:30])[CH:29]=1.C1C=CC2N(O)N=NC=2C=1.CN1CCOCC1.CCN=C=NCCCN(C)C.Cl.